From a dataset of Peptide-MHC class II binding affinity with 134,281 pairs from IEDB. Regression. Given a peptide amino acid sequence and an MHC pseudo amino acid sequence, predict their binding affinity value. This is MHC class II binding data. (1) The peptide sequence is AFKVAATAANYAPAN. The MHC is DRB1_0802 with pseudo-sequence DRB1_0802. The binding affinity (normalized) is 0.625. (2) The peptide sequence is ATSLDTMTQMNQAFR. The MHC is HLA-DPA10201-DPB10101 with pseudo-sequence HLA-DPA10201-DPB10101. The binding affinity (normalized) is 0.118. (3) The peptide sequence is PTIGVGGNFAGGGFG. The MHC is HLA-DPA10301-DPB10402 with pseudo-sequence HLA-DPA10301-DPB10402. The binding affinity (normalized) is 0.0528. (4) The peptide sequence is AAGYVSGVAALVRSR. The MHC is HLA-DQA10101-DQB10501 with pseudo-sequence HLA-DQA10101-DQB10501. The binding affinity (normalized) is 0.0812. (5) The peptide sequence is KVFIDTIPNIMFFST. The MHC is HLA-DPA10201-DPB10101 with pseudo-sequence HLA-DPA10201-DPB10101. The binding affinity (normalized) is 0.388. (6) The peptide sequence is EKKYFAATQFEWLAA. The MHC is HLA-DPA10201-DPB11401 with pseudo-sequence HLA-DPA10201-DPB11401. The binding affinity (normalized) is 0.691. (7) The peptide sequence is KMIGGIGGFIKVRQYDQIPI. The MHC is H-2-IAd with pseudo-sequence H-2-IAd. The binding affinity (normalized) is 0.439. (8) The peptide sequence is GELQISDKIDAAFKI. The MHC is DRB3_0202 with pseudo-sequence DRB3_0202. The binding affinity (normalized) is 0.314.